Dataset: Catalyst prediction with 721,799 reactions and 888 catalyst types from USPTO. Task: Predict which catalyst facilitates the given reaction. (1) Reactant: Cl[C:2]([C:4]1[CH:13]=[CH:12][C:7]([C:8]([O:10][CH3:11])=[O:9])=[CH:6][CH:5]=1)=[O:3].C(N(CC)C(C)C)(C)C.[NH2:23][C:24]1[CH:29]=[CH:28][C:27]([CH:30]([CH3:44])[C:31]([C:37]2[CH:42]=[CH:41][N:40]=[C:39]([Cl:43])[CH:38]=2)([OH:36])[C:32]([F:35])([F:34])[F:33])=[C:26]([Cl:45])[CH:25]=1.ClC(C1C=CC(C([O-])=O)=CC=1)=O.C([O-])(O)=O.[Na+]. Product: [CH3:11][O:10][C:8](=[O:9])[C:7]1[CH:12]=[CH:13][C:4]([C:2]([NH:23][C:24]2[CH:29]=[CH:28][C:27]([CH:30]([CH3:44])[C:31]([C:37]3[CH:42]=[CH:41][N:40]=[C:39]([Cl:43])[CH:38]=3)([OH:36])[C:32]([F:33])([F:34])[F:35])=[C:26]([Cl:45])[CH:25]=2)=[O:3])=[CH:5][CH:6]=1. The catalyst class is: 2. (2) The catalyst class is: 72. Product: [CH3:1][NH:2][C@@H:3]([C:15]([NH:17][C@H:18]([C:23]([N:25]([C@@H:27]([CH:36]([CH3:38])[CH3:37])/[CH:28]=[C:29](/[C:30]([OH:32])=[O:31])\[CH3:35])[CH3:26])=[O:24])[C:19]([CH3:21])([CH3:22])[CH3:20])=[O:16])[C:4]([CH3:14])([CH3:13])[C:5]1[CH:10]=[CH:9][C:8]([CH3:11])=[C:7]([CH3:12])[CH:6]=1. Reactant: [CH3:1][NH:2][C@@H:3]([C:15]([NH:17][C@H:18]([C:23]([N:25]([C@@H:27]([CH:36]([CH3:38])[CH3:37])/[CH:28]=[C:29](\[CH3:35])/[C:30]([O:32]CC)=[O:31])[CH3:26])=[O:24])[C:19]([CH3:22])([CH3:21])[CH3:20])=[O:16])[C:4]([CH3:14])([CH3:13])[C:5]1[CH:10]=[CH:9][C:8]([CH3:11])=[C:7]([CH3:12])[CH:6]=1.[OH-].[Li+]. (3) Reactant: [C:1]([O:5][C:6]([NH:8][C@@H:9]([CH3:20])[C:10]([O:12]N1C(=O)CCC1=O)=O)=[O:7])([CH3:4])([CH3:3])[CH3:2].[O:21]1[CH:25]=[CH:24][CH:23]=[C:22]1[C:26]1[N:30]([C:31]2[CH:32]=[C:33]([CH2:36][NH2:37])[S:34][CH:35]=2)[N:29]=[C:28]([C:38]([F:41])([F:40])[F:39])[CH:27]=1.CCN(CC)CC.Cl. Product: [O:21]1[CH:25]=[CH:24][CH:23]=[C:22]1[C:26]1[N:30]([C:31]2[CH:32]=[C:33]([CH2:36][NH:37][C:10](=[O:12])[C@@H:9]([NH:8][C:6](=[O:7])[O:5][C:1]([CH3:2])([CH3:3])[CH3:4])[CH3:20])[S:34][CH:35]=2)[N:29]=[C:28]([C:38]([F:40])([F:41])[F:39])[CH:27]=1. The catalyst class is: 59. (4) Reactant: Br[C:2]1[CH:3]=[C:4]([Cl:13])[C:5]([C:8]2([C:11]#[N:12])[CH2:10][CH2:9]2)=[N:6][CH:7]=1.[CH:14]([Sn](CCCC)(CCCC)CCCC)=[CH2:15]. Product: [Cl:13][C:4]1[C:5]([C:8]2([C:11]#[N:12])[CH2:10][CH2:9]2)=[N:6][CH:7]=[C:2]([CH:14]=[CH2:15])[CH:3]=1. The catalyst class is: 109. (5) Reactant: [Na].Cl[CH2:3][C:4]([OH:6])=[O:5].[CH3:7][CH:8]([CH3:10])[O-:9].[Na+].[CH:12](O)(C)C. Product: [CH:8]([O:9][CH2:3][C:4]([O:6][CH3:12])=[O:5])([CH3:10])[CH3:7]. The catalyst class is: 6. (6) Product: [Br:31][C:32]1[CH:37]=[CH:36][C:35]([NH:38][C:39]2[C:40]([CH:49]([OH:50])[CH2:29][O:28][CH2:26][CH3:27])=[CH:41][C:42]3[NH:46][CH:45]=[N:44][C:43]=3[C:47]=2[F:48])=[C:34]([Cl:51])[CH:33]=1. Reactant: C(OC[Li])C.C(C1C=CC(C2C=CC(C(C)(C)C)=CC=2)=CC=1)(C)(C)C.[CH2:26]([O:28][CH2:29]Cl)[CH3:27].[Br:31][C:32]1[CH:37]=[CH:36][C:35]([NH:38][C:39]2[C:40]([CH:49]=[O:50])=[CH:41][C:42]3[NH:46][CH:45]=[N:44][C:43]=3[C:47]=2[F:48])=[C:34]([Cl:51])[CH:33]=1. The catalyst class is: 1.